This data is from Forward reaction prediction with 1.9M reactions from USPTO patents (1976-2016). The task is: Predict the product of the given reaction. Given the reactants [CH2:1]([N:3]1[CH2:8][CH2:7][CH:6]([C:9]2[CH:10]=[C:11]([OH:15])[CH:12]=[CH:13][CH:14]=2)[CH2:5][CH2:4]1)[CH3:2].[CH3:16][S:17](Cl)(=[O:19])=[O:18], predict the reaction product. The product is: [CH2:1]([N:3]1[CH2:8][CH2:7][CH:6]([C:9]2[CH:10]=[C:11]([O:15][S:17]([CH3:16])(=[O:19])=[O:18])[CH:12]=[CH:13][CH:14]=2)[CH2:5][CH2:4]1)[CH3:2].